From a dataset of Full USPTO retrosynthesis dataset with 1.9M reactions from patents (1976-2016). Predict the reactants needed to synthesize the given product. (1) Given the product [ClH:23].[CH:17]1([N:14]2[CH2:13][CH2:12][CH:11]([C:8]3[CH:7]=[CH:6][C:5]([C:4]([OH:22])=[O:3])=[CH:10][CH:9]=3)[CH2:16][CH2:15]2)[CH2:18][CH2:19][CH2:20][CH2:21]1, predict the reactants needed to synthesize it. The reactants are: I.C[O:3][C:4](=[O:22])[C:5]1[CH:10]=[CH:9][C:8]([CH:11]2[CH2:16][CH2:15][N:14]([CH:17]3[CH2:21][CH2:20][CH2:19][CH2:18]3)[CH2:13][CH2:12]2)=[CH:7][CH:6]=1.[ClH:23]. (2) Given the product [CH3:1][O:2][C:3](=[O:28])[NH:4][C@H:5]([C:9]([N:11]1[CH2:15][CH2:14][CH2:13][C@H:12]1[C:16]1[NH:17][CH:18]=[C:19]([C:21]2[CH:26]=[CH:25][C:24]([B:32]3[O:33][C:34]([CH3:36])([CH3:35])[C:30]([CH3:46])([CH3:29])[O:31]3)=[CH:23][CH:22]=2)[N:20]=1)=[O:10])[CH:6]([CH3:8])[CH3:7], predict the reactants needed to synthesize it. The reactants are: [CH3:1][O:2][C:3](=[O:28])[NH:4][C@H:5]([C:9]([N:11]1[CH2:15][CH2:14][CH2:13][C@H:12]1[C:16]1[NH:17][CH:18]=[C:19]([C:21]2[CH:26]=[CH:25][C:24](Br)=[CH:23][CH:22]=2)[N:20]=1)=[O:10])[CH:6]([CH3:8])[CH3:7].[CH3:29][C:30]1([CH3:46])[C:34]([CH3:36])([CH3:35])[O:33][B:32]([B:32]2[O:33][C:34]([CH3:36])([CH3:35])[C:30]([CH3:46])([CH3:29])[O:31]2)[O:31]1.C([O-])(=O)C.[K+].C(Cl)Cl. (3) Given the product [OH:20][B:17]1[C:16]2[CH:21]=[C:12]([O:11][C:8]3[N:7]=[CH:6][C:5]([C:3]([OH:4])=[O:2])=[CH:10][N:9]=3)[CH:13]=[CH:14][C:15]=2[CH2:19][O:18]1, predict the reactants needed to synthesize it. The reactants are: C[O:2][C:3]([C:5]1[CH:6]=[N:7][C:8]([O:11][C:12]2[CH:13]=[CH:14][C:15]3[CH2:19][O:18][B:17]([OH:20])[C:16]=3[CH:21]=2)=[N:9][CH:10]=1)=[O:4].[Li+].[OH-]. (4) Given the product [CH3:11][O:12][C:13]1[CH:18]=[CH:17][C:16]([C:2]2[C:7]([N+:8]([O-:10])=[O:9])=[CH:6][CH:5]=[CH:4][N:3]=2)=[CH:15][CH:14]=1, predict the reactants needed to synthesize it. The reactants are: Cl[C:2]1[C:7]([N+:8]([O-:10])=[O:9])=[CH:6][CH:5]=[CH:4][N:3]=1.[CH3:11][O:12][C:13]1[CH:18]=[CH:17][C:16](B(O)O)=[CH:15][CH:14]=1.O.P([O-])([O-])([O-])=O.[K+].[K+].[K+].